Binary Classification. Given a drug SMILES string, predict its activity (active/inactive) in a high-throughput screening assay against a specified biological target. From a dataset of HIV replication inhibition screening data with 41,000+ compounds from the AIDS Antiviral Screen. (1) The compound is CC(C)OP(=O)(OC(C)C)C(F)=NNc1ccc([N+](=O)[O-])cc1. The result is 0 (inactive). (2) The molecule is O=C1C(=Cc2ccc(Br)cc2)CCCC1=Cc1ccc(Br)cc1. The result is 0 (inactive). (3) The molecule is Oc1cc(O)c2c(ccc3ccccc32)n1. The result is 0 (inactive). (4) The drug is CC(C)=CCCC1(C)C=Cc2c(cc(O)c3c(=O)c4cccc(O)c4oc23)O1. The result is 0 (inactive). (5) The molecule is COC(=O)c1ccc(NCc2cc(OC)ccc2OC)cc1. The result is 0 (inactive). (6) The drug is CCCCCC1=CC(=O)C=C(OC)C12C(=O)Oc1cc(O)c(C(=O)O)c(CCCCC)c12. The result is 0 (inactive). (7) The compound is O=C(O)Cc1cc(=O)[nH]n(-c2ccccc2)c1=O. The result is 0 (inactive). (8) The drug is CS(=O)(=O)ON=c1cc(-c2ccccc2)oc2ccccc12. The result is 0 (inactive). (9) The molecule is Cc1cc2c(c3oc(=O)ccc13)C(OC(=O)C13CCC(C)(C(=O)O1)C3(C)C)C(OC(=O)C13CCC(C)(C(=O)O1)C3(C)C)C(C)(C)O2. The result is 1 (active).